From a dataset of NCI-60 drug combinations with 297,098 pairs across 59 cell lines. Regression. Given two drug SMILES strings and cell line genomic features, predict the synergy score measuring deviation from expected non-interaction effect. (1) Drug 1: C1C(C(OC1N2C=C(C(=O)NC2=O)F)CO)O. Drug 2: CC(C)(C#N)C1=CC(=CC(=C1)CN2C=NC=N2)C(C)(C)C#N. Cell line: COLO 205. Synergy scores: CSS=24.0, Synergy_ZIP=1.96, Synergy_Bliss=1.34, Synergy_Loewe=-9.52, Synergy_HSA=-0.0969. (2) Drug 1: C1=CC(=C2C(=C1NCCNCCO)C(=O)C3=C(C=CC(=C3C2=O)O)O)NCCNCCO. Drug 2: C1C(C(OC1N2C=NC3=C2NC=NCC3O)CO)O. Cell line: NCI-H522. Synergy scores: CSS=38.2, Synergy_ZIP=-2.98, Synergy_Bliss=-5.87, Synergy_Loewe=-6.30, Synergy_HSA=-4.26. (3) Drug 1: CC1CCC2CC(C(=CC=CC=CC(CC(C(=O)C(C(C(=CC(C(=O)CC(OC(=O)C3CCCCN3C(=O)C(=O)C1(O2)O)C(C)CC4CCC(C(C4)OC)O)C)C)O)OC)C)C)C)OC. Drug 2: N.N.Cl[Pt+2]Cl. Cell line: SF-539. Synergy scores: CSS=36.1, Synergy_ZIP=0.995, Synergy_Bliss=4.47, Synergy_Loewe=4.78, Synergy_HSA=4.86.